This data is from Full USPTO retrosynthesis dataset with 1.9M reactions from patents (1976-2016). The task is: Predict the reactants needed to synthesize the given product. (1) Given the product [Cl:1][C:2]1[C:6]([N:7]([CH2:15][CH3:16])[C:8](=[O:14])[CH:9]([S:11][CH2:12][CH3:13])[CH3:10])=[CH:5][N:4]([C:18]2[CH:19]=[N:20][CH:21]=[CH:22][CH:23]=2)[N:3]=1, predict the reactants needed to synthesize it. The reactants are: [Cl:1][C:2]1[C:6]([N:7]([CH2:15][CH3:16])[C:8](=[O:14])[CH:9]([S:11][CH2:12][CH3:13])[CH3:10])=[CH:5][NH:4][N:3]=1.Br[C:18]1[CH:19]=[N:20][CH:21]=[CH:22][CH:23]=1.C(=O)([O-])[O-].[Cs+].[Cs+].CN[C@@H]1CCCC[C@H]1NC. (2) Given the product [Br:19][C:20]1[CH:25]=[CH:24][C:23]([S:26]([NH:1][C:2]2[CH:3]=[C:4]([N:10]3[CH2:15][CH2:14][NH:13][C:12]([CH3:16])([CH3:17])[C:11]3=[O:18])[CH:5]=[CH:6][C:7]=2[O:8][CH3:9])(=[O:28])=[O:27])=[CH:22][C:21]=1[F:30], predict the reactants needed to synthesize it. The reactants are: [NH2:1][C:2]1[CH:3]=[C:4]([N:10]2[CH2:15][CH2:14][NH:13][C:12]([CH3:17])([CH3:16])[C:11]2=[O:18])[CH:5]=[CH:6][C:7]=1[O:8][CH3:9].[Br:19][C:20]1[CH:25]=[CH:24][C:23]([S:26](Cl)(=[O:28])=[O:27])=[CH:22][C:21]=1[F:30].BrC1C=CC(S(NC2C=C([N+]([O-])=O)C=CC=2OC)(=O)=O)=CC=1F. (3) Given the product [O:15]1[CH2:16][CH2:17][N:12]([C:4]2[C:5]3[S:10][C:9]([C:18]4[CH:23]=[CH:22][CH:21]=[CH:20][CH:19]=4)=[CH:8][C:6]=3[N:7]=[C:2]([C:35]3[CH:36]=[C:37]4[CH:43]=[CH:42][NH:41][C:38]4=[N:39][CH:40]=3)[N:3]=2)[CH2:13][CH2:14]1, predict the reactants needed to synthesize it. The reactants are: Cl[C:2]1[N:3]=[C:4]([N:12]2[CH2:17][CH2:16][O:15][CH2:14][CH2:13]2)[C:5]2[S:10][C:9](I)=[CH:8][C:6]=2[N:7]=1.[C:18]1(B(O)O)[CH:23]=[CH:22][CH:21]=[CH:20][CH:19]=1.CC1(C)C(C)(C)OB([C:35]2[CH:36]=[C:37]3[CH:43]=[CH:42][NH:41][C:38]3=[N:39][CH:40]=2)O1. (4) Given the product [F:1][C:2]1[CH:7]=[CH:6][C:5]([S:8][CH2:11][CH2:10][C:9]([OH:13])=[O:12])=[CH:4][CH:3]=1, predict the reactants needed to synthesize it. The reactants are: [F:1][C:2]1[CH:7]=[CH:6][C:5]([SH:8])=[CH:4][CH:3]=1.[C:9]1(=[O:13])[O:12][CH2:11][CH2:10]1.[H-].[Na+]. (5) Given the product [CH2:16]([O:23][NH:24][C:13]([C@@H:9]1[CH:10]=[CH:11][CH2:12][N:8]1[C:6]([O:5][C:1]([CH3:2])([CH3:3])[CH3:4])=[O:7])=[O:15])[C:17]1[CH:22]=[CH:21][CH:20]=[CH:19][CH:18]=1, predict the reactants needed to synthesize it. The reactants are: [C:1]([O:5][C:6]([N:8]1[CH2:12][CH:11]=[CH:10][C@H:9]1[C:13]([OH:15])=O)=[O:7])([CH3:4])([CH3:3])[CH3:2].[CH2:16]([O:23][NH2:24])[C:17]1[CH:22]=[CH:21][CH:20]=[CH:19][CH:18]=1. (6) The reactants are: [Cl:1][C:2]1[C:3]([C:30]2[C:38]3[C:33](=[CH:34][CH:35]=[CH:36][CH:37]=3)[NH:32][CH:31]=2)=[N:4][C:5]([NH:8][CH:9]2[CH2:14][CH2:13][N:12]([CH2:15][C:16]3[CH:21]=[CH:20][C:19]([NH:22][C:23](=[O:29])/[CH:24]=[CH:25]/[CH2:26][NH:27][CH3:28])=[CH:18][CH:17]=3)[CH2:11][CH2:10]2)=[N:6][CH:7]=1.C([O-])([O-])=O.[K+].[K+].Br[CH2:46][C:47]([O:49][C:50]([CH3:53])([CH3:52])[CH3:51])=[O:48]. Given the product [Cl:1][C:2]1[C:3]([C:30]2[C:38]3[C:33](=[CH:34][CH:35]=[CH:36][CH:37]=3)[NH:32][CH:31]=2)=[N:4][C:5]([NH:8][CH:9]2[CH2:10][CH2:11][N:12]([CH2:15][C:16]3[CH:17]=[CH:18][C:19]([NH:22][C:23](=[O:29])/[CH:24]=[CH:25]/[CH2:26][N:27]([CH3:28])[CH2:46][C:47]([O:49][C:50]([CH3:53])([CH3:52])[CH3:51])=[O:48])=[CH:20][CH:21]=3)[CH2:13][CH2:14]2)=[N:6][CH:7]=1, predict the reactants needed to synthesize it.